Predict the reactants needed to synthesize the given product. From a dataset of Full USPTO retrosynthesis dataset with 1.9M reactions from patents (1976-2016). The reactants are: [NH2:1][C:2]1[C:3]([F:11])=[C:4]([CH2:9][OH:10])[CH:5]=[C:6]([Br:8])[CH:7]=1.[O:12]1[CH2:16][CH2:15][CH2:14][CH:13]1[CH:17]=O.[NH4+].[Cl-]. Given the product [Br:8][C:6]1[CH:7]=[C:2]([NH:1][CH2:17][CH:13]2[CH2:14][CH2:15][CH2:16][O:12]2)[C:3]([F:11])=[C:4]([CH2:9][OH:10])[CH:5]=1, predict the reactants needed to synthesize it.